Task: Predict the product of the given reaction.. Dataset: Forward reaction prediction with 1.9M reactions from USPTO patents (1976-2016) (1) Given the reactants [Br:1][C:2]1[CH:7]=[CH:6][C:5]([OH:8])=[CH:4][CH:3]=1.[Br:9][CH2:10][CH2:11]Br.[OH-].[Na+], predict the reaction product. The product is: [Br:1][C:2]1[CH:7]=[CH:6][C:5]([O:8][CH2:11][CH2:10][Br:9])=[CH:4][CH:3]=1. (2) Given the reactants [H-].[Na+].[CH3:3][CH:4]1[CH2:9][CH2:8][N:7]([C:10]([C:12]2[CH:20]=[CH:19][C:18]3[NH:17][C:16]4[CH2:21][CH2:22][N:23]([C:25]([O:27][C:28]([CH3:31])([CH3:30])[CH3:29])=[O:26])[CH2:24][C:15]=4[C:14]=3[CH:13]=2)=[O:11])[CH2:6][CH2:5]1.[CH3:32][CH:33]([S:35](Cl)(=[O:37])=[O:36])[CH3:34], predict the reaction product. The product is: [CH:33]([S:35]([N:17]1[C:18]2[CH:19]=[CH:20][C:12]([C:10]([N:7]3[CH2:8][CH2:9][CH:4]([CH3:3])[CH2:5][CH2:6]3)=[O:11])=[CH:13][C:14]=2[C:15]2[CH2:24][N:23]([C:25]([O:27][C:28]([CH3:30])([CH3:29])[CH3:31])=[O:26])[CH2:22][CH2:21][C:16]1=2)(=[O:37])=[O:36])([CH3:34])[CH3:32]. (3) Given the reactants [Cl:1][C:2]1[CH:3]=[CH:4][C:5]([O:26][CH2:27][CH:28]([CH3:30])[CH3:29])=[C:6]([CH2:8][N:9]2[C:13]([CH3:14])=[CH:12][C:11]([C:15]([NH:17][C:18]3[CH:23]=[CH:22][C:21](C=O)=[CH:20][CH:19]=3)=[O:16])=[N:10]2)[CH:7]=1.[CH2:31]([CH2:33][NH2:34])[OH:32].[C:35](O[BH-](OC(=O)C)OC(=O)C)(=O)C.[Na+].C(O)(=O)C, predict the reaction product. The product is: [ClH:1].[Cl:1][C:2]1[CH:3]=[CH:4][C:5]([O:26][CH2:27][CH:28]([CH3:29])[CH3:30])=[C:6]([CH2:8][N:9]2[C:13]([CH3:14])=[CH:12][C:11]([C:15]([NH:17][C:18]3[CH:23]=[CH:22][C:21]([CH2:35][NH:34][CH2:33][CH2:31][OH:32])=[CH:20][CH:19]=3)=[O:16])=[N:10]2)[CH:7]=1.